From a dataset of Reaction yield outcomes from USPTO patents with 853,638 reactions. Predict the reaction yield, written as a fraction of the theoretical maximum amount of product (1.0 means a 100% yield; for example, 0.34 means a 34% yield). The reactants are [CH:1]1([CH:7]([C:18]2[CH:22]=[C:21]([C:23]3[CH:28]=[CH:27][C:26]([C:29]([F:32])([F:31])[F:30])=[CH:25][CH:24]=3)[O:20][C:19]=2[CH2:33][CH3:34])[O:8][C:9]2[CH:17]=[CH:16][C:12]([C:13](O)=[O:14])=[CH:11][CH:10]=2)[CH2:6][CH2:5][CH2:4][CH2:3][CH2:2]1.[CH3:35][NH:36][CH2:37][CH2:38][C:39]([O:41]CC)=[O:40]. No catalyst specified. The product is [CH:1]1([CH:7]([C:18]2[CH:22]=[C:21]([C:23]3[CH:28]=[CH:27][C:26]([C:29]([F:32])([F:30])[F:31])=[CH:25][CH:24]=3)[O:20][C:19]=2[CH2:33][CH3:34])[O:8][C:9]2[CH:10]=[CH:11][C:12]([C:13]([N:36]([CH3:35])[CH2:37][CH2:38][C:39]([OH:41])=[O:40])=[O:14])=[CH:16][CH:17]=2)[CH2:6][CH2:5][CH2:4][CH2:3][CH2:2]1. The yield is 0.910.